Dataset: Forward reaction prediction with 1.9M reactions from USPTO patents (1976-2016). Task: Predict the product of the given reaction. (1) Given the reactants [CH3:1][C:2]1[CH:11]=[CH:10][C:5]2[NH:6][C:7](=[O:9])[O:8][C:4]=2[CH:3]=1.C([O-])([O-])=O.[K+].[K+].[CH2:18](Br)[C:19]1[CH:24]=[CH:23][CH:22]=[CH:21][CH:20]=1, predict the reaction product. The product is: [CH2:18]([N:6]1[C:5]2[CH:10]=[CH:11][C:2]([CH3:1])=[CH:3][C:4]=2[O:8][C:7]1=[O:9])[C:19]1[CH:24]=[CH:23][CH:22]=[CH:21][CH:20]=1. (2) Given the reactants [Cl:1][C:2]1[CH:3]=[C:4]2[C:13](=[CH:14][CH:15]=1)[C:12](Cl)=[C:11]1[C:6]([CH:7]=[CH:8][C:9]([O:17][CH3:18])=[CH:10]1)=[N:5]2.[NH2:19][CH2:20][CH2:21][O:22][CH2:23][CH2:24][N:25]([CH2:28][CH3:29])[CH2:26][CH3:27], predict the reaction product. The product is: [Cl:1][C:2]1[CH:3]=[C:4]2[C:13](=[CH:14][CH:15]=1)[C:12]([NH:19][CH2:20][CH2:21][O:22][CH2:23][CH2:24][N:25]([CH2:26][CH3:27])[CH2:28][CH3:29])=[C:11]1[C:6]([CH:7]=[CH:8][C:9]([O:17][CH3:18])=[CH:10]1)=[N:5]2. (3) Given the reactants [C:1]([O:5][C:6]([NH:8][CH2:9][C:10]([O:12][CH3:13])=[O:11])=[O:7])([CH3:4])([CH3:3])[CH3:2].CC([O-])(C)C.[K+].[Br:20][C:21]1[C:22]([CH2:31]Br)=[C:23]([CH:28]=[CH:29][CH:30]=1)[C:24](OC)=[O:25], predict the reaction product. The product is: [Br:20][C:21]1[CH:30]=[CH:29][CH:28]=[C:23]2[C:22]=1[CH2:31][N:8]([C:6]([O:5][C:1]([CH3:4])([CH3:3])[CH3:2])=[O:7])[CH:9]([C:10]([O:12][CH3:13])=[O:11])[C:24]2=[O:25]. (4) The product is: [CH2:1]([O:3][C:4](=[O:31])[CH:5]([O:30][CH2:32][C:33]1[CH:38]=[CH:37][CH:36]=[CH:35][CH:34]=1)[CH2:6][C:7]1[CH:12]=[CH:11][C:10]([CH2:13][CH2:14][N:15]([C:23]([O:25][C:26]([CH3:29])([CH3:28])[CH3:27])=[O:24])[CH2:16][CH2:17][CH2:18][CH2:19][CH2:20][CH2:21][CH3:22])=[CH:9][CH:8]=1)[CH3:2]. Given the reactants [CH2:1]([O:3][C:4](=[O:31])[CH:5]([OH:30])[CH2:6][C:7]1[CH:12]=[CH:11][C:10]([CH2:13][CH2:14][N:15]([C:23]([O:25][C:26]([CH3:29])([CH3:28])[CH3:27])=[O:24])[CH2:16][CH2:17][CH2:18][CH2:19][CH2:20][CH2:21][CH3:22])=[CH:9][CH:8]=1)[CH3:2].[CH2:32](Br)[C:33]1[CH:38]=[CH:37][CH:36]=[CH:35][CH:34]=1, predict the reaction product. (5) The product is: [CH3:2][O:3][C:4]([C@H:6]1[CH2:10][C@@H:9]([NH:11][C:14]([O:16][C:17]([CH3:20])([CH3:19])[CH3:18])=[O:15])[C@H:8]([OH:12])[C@@H:7]1[OH:13])=[O:5]. Given the reactants Cl.[CH3:2][O:3][C:4]([C@H:6]1[CH2:10][C@@H:9]([NH2:11])[C@H:8]([OH:12])[C@@H:7]1[OH:13])=[O:5].[C:14](O[C:14]([O:16][C:17]([CH3:20])([CH3:19])[CH3:18])=[O:15])([O:16][C:17]([CH3:20])([CH3:19])[CH3:18])=[O:15].C(=O)([O-])O.[Na+], predict the reaction product.